Dataset: Full USPTO retrosynthesis dataset with 1.9M reactions from patents (1976-2016). Task: Predict the reactants needed to synthesize the given product. Given the product [CH2:1]([O:3][C:4]([C:6]1[CH:38]=[CH:37][C:9]2[N:10]([CH:31]3[CH2:32][CH2:33][CH2:34][CH2:35][CH2:36]3)[C:11]([C:13]3[CH:14]=[C:15]4[C:20](=[CH:21][CH:22]=3)[N:19]=[C:18]([C:23](=[O:30])[NH:24][C:25]3[CH:27]=[CH:46][C:40]([Cl:39])=[CH:41][CH:26]=3)[CH:17]=[CH:16]4)=[N:12][C:8]=2[CH:7]=1)=[O:5])[CH3:2], predict the reactants needed to synthesize it. The reactants are: [CH2:1]([O:3][C:4]([C:6]1[CH:38]=[CH:37][C:9]2[N:10]([CH:31]3[CH2:36][CH2:35][CH2:34][CH2:33][CH2:32]3)[C:11]([C:13]3[CH:14]=[C:15]4[C:20](=[CH:21][CH:22]=3)[N:19]=[C:18]([C:23](=[O:30])[NH:24][CH:25]([C:27](=O)N)[CH3:26])[CH:17]=[CH:16]4)=[N:12][C:8]=2[CH:7]=1)=[O:5])[CH3:2].[Cl:39][C:40]1[CH:46]=CC(N)=C[CH:41]=1.